This data is from Forward reaction prediction with 1.9M reactions from USPTO patents (1976-2016). The task is: Predict the product of the given reaction. (1) Given the reactants [CH3:1][C@@H:2]([NH:12][CH2:13][C@H:14]([OH:25])[C:15]1[CH:16]=[CH:17][C:18]([OH:24])=[C:19]([NH:21][CH:22]=[O:23])[CH:20]=1)[CH2:3][C:4]1[CH:5]=[CH:6][C:7]([O:10][CH3:11])=[CH:8][CH:9]=1.CO.[C:28]([OH:37])(=[O:36])[C@@H:29]([C@H:31]([C:33]([OH:35])=[O:34])[OH:32])[OH:30], predict the reaction product. The product is: [CH3:1][C@@H:2]([NH:12][CH2:13][C@H:14]([OH:25])[C:15]1[CH:16]=[CH:17][C:18]([OH:24])=[C:19]([NH:21][CH:22]=[O:23])[CH:20]=1)[CH2:3][C:4]1[CH:5]=[CH:6][C:7]([O:10][CH3:11])=[CH:8][CH:9]=1.[C:33]([C@@H:31]([C@H:29]([C:28]([O-:37])=[O:36])[OH:30])[OH:32])([O-:35])=[O:34]. (2) Given the reactants [NH:1]1[C:5]2=[N:6][CH:7]=[CH:8][CH:9]=[C:4]2[CH:3]=[CH:2]1.[CH:10]1[CH:15]=[C:14]([Cl:16])[CH:13]=[C:12]([C:17]([O:19]O)=[O:18])[CH:11]=1, predict the reaction product. The product is: [NH:1]1[C:5]2=[N:6][CH:7]=[CH:8][CH:9]=[C:4]2[CH:3]=[CH:2]1.[NH+:1]1([O-:18])[C:5]2=[N:6][CH:7]=[CH:8][CH:9]=[C:4]2[CH:3]=[CH:2]1.[CH:10]1[CH:15]=[C:14]([Cl:16])[CH:13]=[C:12]([C:17]([OH:19])=[O:18])[CH:11]=1. (3) Given the reactants [C:1]([C:6]1[S:10][C:9]([CH2:11][CH3:12])=[C:8]([CH:13]([NH:20][C:21]2[CH:29]=[CH:28][C:24]([C:25](O)=[O:26])=[CH:23][CH:22]=2)[CH:14]2[CH2:19][CH2:18][CH2:17][CH2:16][CH2:15]2)[CH:7]=1)(=[O:5])[CH2:2][CH2:3][CH3:4].Cl.[NH2:31][CH2:32][CH2:33][C:34]([O:36]CC)=[O:35].O.ON1C2C=CC=CC=2N=N1.Cl.C(N=C=NCCCN(C)C)C.Cl.[OH-].[Na+], predict the reaction product. The product is: [C:1]([C:6]1[S:10][C:9]([CH2:11][CH3:12])=[C:8]([CH:13]([NH:20][C:21]2[CH:29]=[CH:28][C:24]([C:25]([NH:31][CH2:32][CH2:33][C:34]([OH:36])=[O:35])=[O:26])=[CH:23][CH:22]=2)[CH:14]2[CH2:19][CH2:18][CH2:17][CH2:16][CH2:15]2)[CH:7]=1)(=[O:5])[CH2:2][CH2:3][CH3:4]. (4) Given the reactants [CH3:1][O:2][C:3]1[CH:4]=[C:5]([CH:21]=[CH:22][C:23]=1[O:24][CH3:25])[CH2:6][CH:7]1[C:16]2[C:11](=[CH:12][C:13]([O:19][CH3:20])=[CH:14][C:15]=2[O:17][CH3:18])[CH2:10][CH2:9][NH:8]1.Br[CH2:27][C:28](Br)=[O:29].[NH2:31][C@@H:32]1[C:40]2[C:35](=[CH:36][CH:37]=[CH:38][CH:39]=2)[CH2:34][CH2:33]1, predict the reaction product. The product is: [CH3:1][O:2][C:3]1[CH:4]=[C:5]([CH:21]=[CH:22][C:23]=1[O:24][CH3:25])[CH2:6][CH:7]1[C:16]2[C:11](=[CH:12][C:13]([O:19][CH3:20])=[CH:14][C:15]=2[O:17][CH3:18])[CH2:10][CH2:9][N:8]1[CH2:27][C:28]([NH:31][C@@H:32]1[C:40]2[C:35](=[CH:36][CH:37]=[CH:38][CH:39]=2)[CH2:34][CH2:33]1)=[O:29]. (5) Given the reactants [CH2:1]1[C@@H:3]([NH2:4])[C@@H:2]1[C:5]1[CH:10]=[CH:9][CH:8]=[CH:7][CH:6]=1.C(N(CC)C(C)C)(C)C.Br[C:21]1[C:26]([N+:27]([O-:29])=[O:28])=[CH:25][CH:24]=[CH:23][N:22]=1.O1[CH2:34][CH2:33][CH2:32][CH2:31]1, predict the reaction product. The product is: [N+:27]([C:26]1[C:21]([NH:4][CH2:3][C:2]2([C:5]3[CH:6]=[CH:7][CH:8]=[CH:9][CH:10]=3)[CH2:1][CH2:34][CH2:33][CH2:32][CH2:31]2)=[N:22][CH:23]=[CH:24][CH:25]=1)([O-:29])=[O:28]. (6) Given the reactants [C:1]([O:4][C:5]1[CH:10]=[CH:9][C:8]([NH:11][C:12](=[O:14])[CH3:13])=[C:7]([N+:15]([O-:17])=[O:16])[CH:6]=1)(=[O:3])[CH3:2].Br[CH2:19][C:20]1[CH:25]=[CH:24][C:23]([O:26][CH2:27][CH2:28][CH2:29][CH2:30][CH3:31])=[CH:22][C:21]=1[Cl:32].C(=O)([O-])[O-].[K+].[K+], predict the reaction product. The product is: [C:1]([O:4][C:5]1[CH:10]=[CH:9][C:8]([N:11]([C:12](=[O:14])[CH3:13])[CH2:19][C:20]2[CH:25]=[CH:24][C:23]([O:26][CH2:27][CH2:28][CH2:29][CH2:30][CH3:31])=[CH:22][C:21]=2[Cl:32])=[C:7]([N+:15]([O-:17])=[O:16])[CH:6]=1)(=[O:3])[CH3:2]. (7) The product is: [Cl:20][C:11]1[CH:10]=[C:9](/[CH:8]=[C:4]2/[C:5](=[O:7])[N:6]3[CH:23]=[C:24]([C:26]4[CH:27]=[N:28][CH:29]=[CH:30][C:31]=4[CH3:32])[N:1]=[C:2]3[S:3]/2)[CH:14]=[C:13]([O:15][CH2:16][CH2:17][CH3:18])[C:12]=1[OH:19]. Given the reactants [NH2:1][C:2]1[S:3]/[C:4](=[CH:8]\[C:9]2[CH:14]=[C:13]([O:15][CH2:16][CH2:17][CH3:18])[C:12]([OH:19])=[C:11]([Cl:20])[CH:10]=2)/[C:5](=[O:7])[N:6]=1.Br.Br[CH2:23][C:24]([C:26]1[CH:27]=[N:28][CH:29]=[CH:30][C:31]=1[CH3:32])=O, predict the reaction product. (8) Given the reactants [C:1]([O:5][C:6]([N:8]1[CH2:13][CH2:12][CH:11]([OH:14])[CH2:10][CH2:9]1)=[O:7])([CH3:4])([CH3:3])[CH3:2].CS(O[CH2:20][C:21]1[CH:22]=[N:23][C:24]([Cl:27])=[CH:25][CH:26]=1)(=O)=O, predict the reaction product. The product is: [Cl:27][C:24]1[N:23]=[CH:22][C:21]([CH2:20][O:14][CH:11]2[CH2:12][CH2:13][N:8]([C:6]([O:5][C:1]([CH3:4])([CH3:2])[CH3:3])=[O:7])[CH2:9][CH2:10]2)=[CH:26][CH:25]=1.